The task is: Predict the product of the given reaction.. This data is from Forward reaction prediction with 1.9M reactions from USPTO patents (1976-2016). (1) Given the reactants [P:1]([O-:24])([O-:23])([O:3][CH:4](CC1C=CC=CC=1)[CH2:5][CH2:6][C:7](CC1C=CC=CC=1)=[O:8])=[O:2].[H][H], predict the reaction product. The product is: [P:1]([OH:24])([OH:23])([O:3][CH2:4][CH2:5][CH2:6][CH:7]=[O:8])=[O:2]. (2) Given the reactants [Br:1][C:2]([N+:7]([O-:9])=[O:8])([CH2:5][OH:6])[CH2:3][OH:4].[S:10]1[CH:14]=[CH:13][CH:12]=[C:11]1[CH:15]=O.Cl[Si](C)(C)C.O, predict the reaction product. The product is: [Br:1][C:2]1([N+:7]([O-:9])=[O:8])[CH2:5][O:6][CH:15]([C:11]2[S:10][CH:14]=[CH:13][CH:12]=2)[O:4][CH2:3]1. (3) Given the reactants CC1(C)C(C)(C)OB([C:9]2[CH:13]=[CH:12][O:11][CH:10]=2)O1.Br[C:16]1[CH:17]=[C:18]([CH:24]=[CH:25][CH:26]=1)[CH2:19][NH:20][C:21](=[O:23])[OH:22], predict the reaction product. The product is: [O:11]1[CH:12]=[CH:13][C:9]([C:16]2[CH:17]=[C:18]([CH:24]=[CH:25][CH:26]=2)[CH2:19][NH:20][C:21](=[O:22])[OH:23])=[CH:10]1. (4) The product is: [CH:37]1([N:32]2[C:33]3[C@@:28]([CH3:41])([C@H:27]4[CH2:26][CH2:25][C@@:24]5([CH3:42])[C@@H:23]([CH2:22][CH:21]=[C:20]5[C:6]5[CH:7]=[CH:8][CH:9]=[C:10]6[C:5]=5[CH:4]=[CH:3][N:2]=[CH:1]6)[C@@H:36]4[CH2:35][CH:34]=3)[CH2:29][CH2:30][C:31]2=[O:40])[CH2:39][CH2:38]1. Given the reactants [CH:1]1[C:10]2[C:5](=[C:6](B(O)O)[CH:7]=[CH:8][CH:9]=2)[CH:4]=[CH:3][N:2]=1.FC(F)(F)S(O[C:20]1[C@@:24]2([CH3:42])[CH2:25][CH2:26][C@H:27]3[C@H:36]([C@@H:23]2[CH2:22][CH:21]=1)[CH2:35][CH:34]=[C:33]1[C@:28]3([CH3:41])[CH2:29][CH2:30][C:31](=[O:40])[N:32]1[CH:37]1[CH2:39][CH2:38]1)(=O)=O, predict the reaction product. (5) Given the reactants [Cl:1][C:2]1[CH:28]=[CH:27][C:5]([CH2:6][N:7]2[C:15]3[C:10](=[CH:11][C:12]([CH:16]=[C:17]4[S:21][C:20](SCCC)=[N:19][C:18]4=[O:26])=[CH:13][CH:14]=3)[CH:9]=[N:8]2)=[C:4]([C:29]([F:32])([F:31])[F:30])[CH:3]=1.[N:33]1([CH:40]2[CH2:45][CH2:44][NH:43][CH2:42][CH2:41]2)[CH2:38][CH2:37][CH2:36][CH:35]([OH:39])[CH2:34]1, predict the reaction product. The product is: [Cl:1][C:2]1[CH:28]=[CH:27][C:5]([CH2:6][N:7]2[C:15]3[C:10](=[CH:11][C:12]([CH:16]=[C:17]4[S:21][C:20]([N:43]5[CH2:42][CH2:41][CH:40]([N:33]6[CH2:38][CH2:37][CH2:36][CH:35]([OH:39])[CH2:34]6)[CH2:45][CH2:44]5)=[N:19][C:18]4=[O:26])=[CH:13][CH:14]=3)[CH:9]=[N:8]2)=[C:4]([C:29]([F:32])([F:30])[F:31])[CH:3]=1. (6) The product is: [C:8]([NH:12][C:13]([NH:3][N:2]([CH3:1])[CH:4]=[CH:5][CH3:6])=[S:14])([CH3:11])([CH3:10])[CH3:9]. Given the reactants [CH3:1][N:2]([C:4](=O)[CH2:5][CH3:6])[NH2:3].[C:8]([N:12]=[C:13]=[S:14])([CH3:11])([CH3:10])[CH3:9], predict the reaction product. (7) Given the reactants [CH3:1][N:2]1[C:7]2[N:8]=[C:9]([N:13]3[CH2:18][CH2:17][N:16]([CH2:19][C:20]4[N:25]=[CH:24][CH:23]=[CH:22][N:21]=4)[CH2:15][CH2:14]3)[NH:10][C:11](=[O:12])[C:6]=2[CH2:5][CH2:4][CH2:3]1.C(O)C.O.[C:30]1(C)[C:31]([S:36]([OH:39])(=[O:38])=[O:37])=[CH:32][CH:33]=[CH:34][CH:35]=1, predict the reaction product. The product is: [CH3:1][C:34]1[CH:35]=[CH:30][C:31]([S:36]([OH:39])(=[O:37])=[O:38])=[CH:32][CH:33]=1.[CH3:1][N:2]1[C:7]2[N:8]=[C:9]([N:13]3[CH2:14][CH2:15][N:16]([CH2:19][C:20]4[N:21]=[CH:22][CH:23]=[CH:24][N:25]=4)[CH2:17][CH2:18]3)[NH:10][C:11](=[O:12])[C:6]=2[CH2:5][CH2:4][CH2:3]1.